From a dataset of Full USPTO retrosynthesis dataset with 1.9M reactions from patents (1976-2016). Predict the reactants needed to synthesize the given product. (1) Given the product [CH3:39][C:40]1[O:41][C:42]2[CH:43]=[CH:21][CH:22]=[CH:23][C:24]=2[C:25]=1[C:20]1[CH:44]=[CH:14][C:15]([NH2:16])=[N:18][CH:19]=1, predict the reactants needed to synthesize it. The reactants are: [Br-].FC1(F)OC2C=C(C)C(C3N=[CH:14][C:15]([NH:18][C:19](=O)[C:20]4[CH:25]=[CH:24][CH:23]=[CH:22][C:21]=4F)=[N:16]C=3)=CC=2O1.P([O-])([O-])([O-])=O.[K+].[K+].[K+].O1[CH2:43][CH2:42][O:41][CH2:40][CH2:39]1.[C:44](#N)C.O. (2) Given the product [F:1][C:2]1[CH:3]=[CH:4][C:5]([N:8]2[C:13](=[O:14])[C:12]([O:15][CH2:39][CH:38]=[C:37]([CH3:41])[CH3:36])=[C:11]([C:26]3[CH:27]=[CH:28][C:29]([S:32]([CH3:35])(=[O:34])=[O:33])=[CH:30][CH:31]=3)[CH:10]=[N:9]2)=[CH:6][CH:7]=1, predict the reactants needed to synthesize it. The reactants are: [F:1][C:2]1[CH:7]=[CH:6][C:5]([N:8]2[C:13](=[O:14])[C:12]([O:15]S(C3C=CC(C)=CC=3)(=O)=O)=[C:11]([C:26]3[CH:31]=[CH:30][C:29]([S:32]([CH3:35])(=[O:34])=[O:33])=[CH:28][CH:27]=3)[CH:10]=[N:9]2)=[CH:4][CH:3]=1.[CH3:36][C:37]([CH3:41])=[CH:38][CH2:39]O.N. (3) Given the product [CH2:1]([C:3]1[N:15]=[C:6]2[C:7]([C:11]3([CH2:12][CH3:13])[O:18][CH2:17][CH2:16][O:14]3)=[CH:8][CH:9]=[CH:10][N:5]2[N:4]=1)[CH3:2], predict the reactants needed to synthesize it. The reactants are: [CH2:1]([C:3]1[N:15]=[C:6]2[C:7]([C:11](=[O:14])[CH2:12][CH3:13])=[CH:8][CH:9]=[CH:10][N:5]2[N:4]=1)[CH3:2].[CH2:16](O)[CH2:17][OH:18].C(=O)([O-])O.[Na+]. (4) Given the product [F:21][CH:20]([F:22])[O:11][C:10]1[C:2]([F:1])=[C:3]([CH:7]=[CH:8][C:9]=1[F:12])[C:4]([NH2:6])=[O:5], predict the reactants needed to synthesize it. The reactants are: [F:1][C:2]1[C:10]([OH:11])=[C:9]([F:12])[CH:8]=[CH:7][C:3]=1[C:4]([NH2:6])=[O:5].C(=O)([O-])[O-].[K+].[K+].Cl[C:20](Cl)([F:22])[F:21].Cl. (5) Given the product [OH:19][CH:18]1[CH2:20][C:9]([C:5]2[CH:6]=[N:7][CH:8]=[C:3]([C:2]([F:12])([F:1])[F:13])[CH:4]=2)([C:10]#[N:11])[CH2:17]1, predict the reactants needed to synthesize it. The reactants are: [F:1][C:2]([F:13])([F:12])[C:3]1[CH:4]=[C:5]([CH2:9][C:10]#[N:11])[CH:6]=[N:7][CH:8]=1.C[Li].Br[CH2:17][CH:18]1[CH2:20][O:19]1.C[Mg]Br.[NH4+].[Cl-]. (6) Given the product [OH:19][CH2:18][C@@H:12]1[CH2:13][C@@H:14]([O:16][CH3:17])[CH2:15][N:11]1[C:9]([O:8][CH2:1][C:2]1[CH:3]=[CH:4][CH:5]=[CH:6][CH:7]=1)=[O:10], predict the reactants needed to synthesize it. The reactants are: [CH2:1]([O:8][C:9]([N:11]1[CH2:15][C@H:14]([O:16][CH3:17])[CH2:13][C@H:12]1[C:18](O)=[O:19])=[O:10])[C:2]1[CH:7]=[CH:6][CH:5]=[CH:4][CH:3]=1. (7) Given the product [CH2:27]([N:29]([C@H:2]1[CH2:7][C@H:6]([CH3:8])[S:5](=[O:10])(=[O:9])[C:4]2[S:11][CH:12]=[CH:13][C:3]1=2)[S:30]([C:33]1[CH:38]=[CH:37][CH:36]=[CH:35][C:34]=1[N+:39]([O-:41])=[O:40])(=[O:31])=[O:32])[CH3:28], predict the reactants needed to synthesize it. The reactants are: O[C@H:2]1[CH2:7][C@@H:6]([CH3:8])[S:5](=[O:10])(=[O:9])[C:4]2[S:11][CH:12]=[CH:13][C:3]1=2.C(P(CCCC)CCCC)CCC.[CH2:27]([NH:29][S:30]([C:33]1[CH:38]=[CH:37][CH:36]=[CH:35][C:34]=1[N+:39]([O-:41])=[O:40])(=[O:32])=[O:31])[CH3:28].